From a dataset of Forward reaction prediction with 1.9M reactions from USPTO patents (1976-2016). Predict the product of the given reaction. (1) Given the reactants [CH3:1][O:2][C:3]([CH3:19])([CH3:18])[CH2:4][CH2:5][O:6][C:7]1[CH:13]=[CH:12][C:10]([NH2:11])=[CH:9][C:8]=1[C:14]([F:17])([F:16])[F:15].C(=O)([O-])[O-].[K+].[K+].Cl[C:27]([O:29][C:30]1[CH:35]=[CH:34][CH:33]=[CH:32][CH:31]=1)=[O:28], predict the reaction product. The product is: [CH3:1][O:2][C:3]([CH3:19])([CH3:18])[CH2:4][CH2:5][O:6][C:7]1[CH:13]=[CH:12][C:10]([NH:11][C:27](=[O:28])[O:29][C:30]2[CH:35]=[CH:34][CH:33]=[CH:32][CH:31]=2)=[CH:9][C:8]=1[C:14]([F:16])([F:15])[F:17]. (2) Given the reactants [Br:1][C:2]1[CH:7]=[CH:6][C:5]([C:8](=[N+]=[N-])[C:9]([O:11][CH3:12])=[O:10])=[CH:4][CH:3]=1.[CH:15](/[C:19]1[CH:24]=[CH:23][CH:22]=[CH:21][CH:20]=1)=[CH:16]\[CH:17]=[CH2:18], predict the reaction product. The product is: [Br:1][C:2]1[CH:7]=[CH:6][C:5]([C:8]2([C:9]([O:11][CH3:12])=[O:10])[CH2:18][CH:17]2/[CH:16]=[CH:15]/[C:19]2[CH:24]=[CH:23][CH:22]=[CH:21][CH:20]=2)=[CH:4][CH:3]=1. (3) The product is: [C:8]([C:6]1[CH:7]=[C:2]([NH:1][C:70]([NH:67][C:21]2[C:30]3[C:25](=[CH:26][CH:27]=[CH:28][CH:29]=3)[C:24]([O:31][C:32]3[CH:37]=[CH:36][N:35]=[C:34]([NH:38][C:39]4[CH:44]=[C:43]([O:45][CH2:46][CH2:47][O:48][CH2:49][CH2:50][O:51][CH2:52][CH2:53][O:54][CH3:55])[CH:42]=[C:41]([O:56][CH3:57])[CH:40]=4)[N:33]=3)=[CH:23][CH:22]=2)=[O:75])[C:3]([O:16][CH3:17])=[C:4]([S:12]([NH2:15])(=[O:14])=[O:13])[CH:5]=1)([CH3:10])([CH3:11])[CH3:9]. Given the reactants [NH2:1][C:2]1[C:3]([O:16][CH3:17])=[C:4]([S:12]([NH2:15])(=[O:14])=[O:13])[CH:5]=[C:6]([C:8]([CH3:11])([CH3:10])[CH3:9])[CH:7]=1.C(=O)(O[C:21]1[C:30]2[C:25](=[CH:26][CH:27]=[CH:28][CH:29]=2)[C:24]([O:31][C:32]2[CH:37]=[CH:36][N:35]=[C:34]([NH:38][C:39]3[CH:44]=[C:43]([O:45][CH2:46][CH2:47][O:48][CH2:49][CH2:50][O:51][CH2:52][CH2:53][O:54][CH3:55])[CH:42]=[C:41]([O:56][CH3:57])[CH:40]=3)[N:33]=2)=[CH:23][C:22]=1C1C=CC=CC=1)N.CC[N:67]([CH2:70]C)CC.C([O:75]C(C)=O)(C)C, predict the reaction product. (4) The product is: [CH2:29]([C@:36]1([C:51]2[O:52][CH:55]=[C:54]([C:57]3[CH:58]=[CH:59][CH:60]=[CH:61][CH:62]=3)[N:53]=2)[O:40][C:39](=[O:41])[N:38]([C@@H:42]([C:44]2[CH:49]=[CH:48][CH:47]=[CH:46][CH:45]=2)[CH3:43])[C:37]1=[O:50])[C:30]1[CH:31]=[CH:32][CH:33]=[CH:34][CH:35]=1. Given the reactants II.C1(P(C2C=CC=CC=2)C2C=CC=CC=2)C=CC=CC=1.C(N(CC)CC)C.[CH2:29]([C@:36]1([C:51]([NH:53][CH:54]([C:57]2[CH:62]=[CH:61][CH:60]=[CH:59][CH:58]=2)[CH:55]=O)=[O:52])[O:40][C:39](=[O:41])[N:38]([C@@H:42]([C:44]2[CH:49]=[CH:48][CH:47]=[CH:46][CH:45]=2)[CH3:43])[C:37]1=[O:50])[C:30]1[CH:35]=[CH:34][CH:33]=[CH:32][CH:31]=1.C(=O)([O-])O.[Na+].S([O-])([O-])(=O)=S.[Na+].[Na+], predict the reaction product. (5) Given the reactants [C:1]([CH2:3][NH:4][C:5]1[CH:6]=[C:7]([CH:12]=[CH:13][C:14]=1[CH3:15])[C:8]([O:10][CH3:11])=[O:9])#[N:2].[C:16]([Cl:21])(=O)[C:17](Cl)=[O:18].[Cl:22]C1C=CC=CC=1Cl, predict the reaction product. The product is: [Cl:21][C:16]1[C:17](=[O:18])[N:4]([C:5]2[CH:6]=[C:7]([CH:12]=[CH:13][C:14]=2[CH3:15])[C:8]([O:10][CH3:11])=[O:9])[CH:3]=[C:1]([Cl:22])[N:2]=1.